This data is from Reaction yield outcomes from USPTO patents with 853,638 reactions. The task is: Predict the reaction yield, written as a fraction of the theoretical maximum amount of product (1.0 means a 100% yield; for example, 0.34 means a 34% yield). (1) The reactants are [N:1]([CH2:4][CH:5]1[CH2:9][C:8]2[CH:10]=[CH:11][CH:12]=[C:13]([C:14]3[CH:19]=[CH:18][CH:17]=[C:16]([C:20]([F:23])([F:22])[F:21])[CH:15]=3)[C:7]=2[O:6]1)=[N+]=[N-]. The catalyst is [Pd]. The product is [F:22][C:20]([F:21])([F:23])[C:16]1[CH:15]=[C:14]([C:13]2[C:7]3[O:6][CH:5]([CH2:4][NH2:1])[CH2:9][C:8]=3[CH:10]=[CH:11][CH:12]=2)[CH:19]=[CH:18][CH:17]=1. The yield is 0.690. (2) The reactants are [F:1][C:2]([F:42])([F:41])[C:3]1[CH:4]=[C:5]([CH:34]=[C:35]([C:37]([F:40])([F:39])[F:38])[CH:36]=1)[CH2:6][N:7]1[C:11]([C:12]2[CH:17]=[CH:16][C:15]([S:18][CH3:19])=[CH:14][CH:13]=2)=[C:10]([C:20]([N:22]2[CH2:26][CH2:25][CH2:24][CH:23]2[C:27]2[CH:32]=[CH:31][CH:30]=[CH:29][C:28]=2[Cl:33])=[O:21])[N:9]=[N:8]1.[OH:43]O. The catalyst is CO. The product is [F:42][C:2]([F:41])([F:1])[C:3]1[CH:4]=[C:5]([CH:34]=[C:35]([C:37]([F:38])([F:39])[F:40])[CH:36]=1)[CH2:6][N:7]1[C:11]([C:12]2[CH:13]=[CH:14][C:15]([S:18]([CH3:19])=[O:43])=[CH:16][CH:17]=2)=[C:10]([C:20]([N:22]2[CH2:26][CH2:25][CH2:24][CH:23]2[C:27]2[CH:32]=[CH:31][CH:30]=[CH:29][C:28]=2[Cl:33])=[O:21])[N:9]=[N:8]1. The yield is 1.00.